From a dataset of Reaction yield outcomes from USPTO patents with 853,638 reactions. Predict the reaction yield, written as a fraction of the theoretical maximum amount of product (1.0 means a 100% yield; for example, 0.34 means a 34% yield). (1) The reactants are [CH3:1][C:2]1([CH3:20])[CH2:6][C:5]2[C:7]([CH3:19])=[C:8]([N:13]3[CH2:18][CH2:17][NH:16][CH2:15][CH2:14]3)[C:9]([CH3:12])=[C:10]([CH3:11])[C:4]=2[O:3]1.Br[C:22]1[CH:23]=[CH:24][C:25]([F:29])=[C:26]([CH3:28])[CH:27]=1. No catalyst specified. The product is [F:29][C:25]1[CH:24]=[CH:23][C:22]([N:16]2[CH2:15][CH2:14][N:13]([C:8]3[C:9]([CH3:12])=[C:10]([CH3:11])[C:4]4[O:3][C:2]([CH3:20])([CH3:1])[CH2:6][C:5]=4[C:7]=3[CH3:19])[CH2:18][CH2:17]2)=[CH:27][C:26]=1[CH3:28]. The yield is 0.600. (2) The yield is 0.420. The reactants are [NH2:1][CH2:2][C:3]1[C:4]([C:25]2[CH:30]=[CH:29][CH:28]=[CH:27][CH:26]=2)=[N:5][C:6]2[C:11]([C:12]=1[C:13]([NH:15][C@H:16]([C:19]1[CH:24]=[CH:23][CH:22]=[CH:21][CH:20]=1)[CH2:17][CH3:18])=[O:14])=[CH:10][CH:9]=[CH:8][CH:7]=2.C(N(CC)CC)C.[CH3:38][S:39](Cl)(=[O:41])=[O:40]. The catalyst is C(Cl)Cl. The product is [C:19]1([C@@H:16]([NH:15][C:13]([C:12]2[C:11]3[C:6](=[CH:7][CH:8]=[CH:9][CH:10]=3)[N:5]=[C:4]([C:25]3[CH:26]=[CH:27][CH:28]=[CH:29][CH:30]=3)[C:3]=2[CH2:2][NH:1][S:39]([CH3:38])(=[O:41])=[O:40])=[O:14])[CH2:17][CH3:18])[CH:20]=[CH:21][CH:22]=[CH:23][CH:24]=1. (3) The reactants are Br[C:2]1[CH:8]=[C:7]([CH3:9])[C:5]([NH2:6])=[C:4]([N+:10]([O-:12])=[O:11])[CH:3]=1.[C:13]1(B(O)O)[CH:18]=[CH:17][CH:16]=[CH:15][CH:14]=1.C(=O)([O-])[O-].[Cs+].[Cs+].O. The catalyst is CN(C=O)C.C1C=CC([P]([Pd]([P](C2C=CC=CC=2)(C2C=CC=CC=2)C2C=CC=CC=2)([P](C2C=CC=CC=2)(C2C=CC=CC=2)C2C=CC=CC=2)[P](C2C=CC=CC=2)(C2C=CC=CC=2)C2C=CC=CC=2)(C2C=CC=CC=2)C2C=CC=CC=2)=CC=1. The product is [NH2:6][C:5]1[C:4]([N+:10]([O-:12])=[O:11])=[CH:3][C:2]([C:13]2[CH:18]=[CH:17][CH:16]=[CH:15][CH:14]=2)=[CH:8][C:7]=1[CH3:9]. The yield is 0.810. (4) The reactants are [OH:1][C:2]1[CH:3]=[C:4]2[C:9](=[CH:10][CH:11]=1)[C:8](=[O:12])[NH:7][CH:6]=[CH:5]2.[C:13](=[O:16])([O-])[O-:14].[K+].[K+].C(OC([CH2:26][NH:27][C@@H:28]1[CH2:33][CH2:32][C@H:31](OS(C)(=O)=O)[CH2:30][CH2:29]1)=O)(C)(C)C. The catalyst is CN(C=O)C. The product is [C:4]([O:14][C:13](=[O:16])[N:27]([CH3:26])[C@H:28]1[CH2:29][CH2:30][C@H:31]([O:1][C:2]2[CH:3]=[C:4]3[C:9](=[CH:10][CH:11]=2)[C:8](=[O:12])[NH:7][CH:6]=[CH:5]3)[CH2:32][CH2:33]1)([CH3:9])([CH3:5])[CH3:3]. The yield is 0.420. (5) The reactants are [CH2:1]([O:8][C:9](=[O:19])[N:10]([C@H:12]1[CH2:17][CH2:16][C@@H:15]([OH:18])[CH2:14][CH2:13]1)[CH3:11])[C:2]1[CH:7]=[CH:6][CH:5]=[CH:4][CH:3]=1.[K+].[Br-].C([O-])(O)=O.[Na+].[O-]Cl.[Na+].S([O-])([O-])(=O)=S.[Na+].[Na+]. The catalyst is C(Cl)Cl.O.CC1(C)N([O])C(C)(C)CCC1. The product is [CH2:1]([O:8][C:9](=[O:19])[N:10]([CH3:11])[CH:12]1[CH2:17][CH2:16][C:15](=[O:18])[CH2:14][CH2:13]1)[C:2]1[CH:3]=[CH:4][CH:5]=[CH:6][CH:7]=1. The yield is 0.990.